This data is from Experimentally validated miRNA-target interactions with 360,000+ pairs, plus equal number of negative samples. The task is: Binary Classification. Given a miRNA mature sequence and a target amino acid sequence, predict their likelihood of interaction. (1) The miRNA is hsa-miR-4640-3p with sequence CACCCCCUGUUUCCUGGCCCAC. The protein sequence of the target gene is MAVFVVLLALVAGVLGNEFSILKSPGSVVFRNGNWPIPGERIPDVAALSMGFSVKEDLSWPGLAVGNLFHRPRATVMVMVKGVNKLALPPGSVISYPLENAVPFSLDSVANSIHSLFSEETPVVLQLAPSEERVYMVGKANSVFEDLSVTLRQLRNRLFQENSVLSSLPLNSLSRNNEVDLLFLSELQVLHDISSLLSRHKHLAKDHSPDLYSLELAGLDEIGKRYGEDSEQFRDASKILVDALQKFADDMYSLYGGNAVVELVTVKSFDTSLIRKTRTILEAKQAKNPASPYNLAYKYN.... Result: 1 (interaction). (2) The miRNA is hsa-miR-1265 with sequence CAGGAUGUGGUCAAGUGUUGUU. The protein sequence of the target gene is MLWFSGVGALAERYCRRSPGITCCVLLLLNCSGVPMSLASSFLTGSVAKCENEGEVLQIPFITDNPCIMCVCLNKEVTCKREKCPVLSRDCALAIKQRGACCEQCKGCTYEGNTYNSSFKWQSPAEPCVLRQCQEGVVTESGVRCVVHCKNPLEHLGMCCPTCPGCVFEGVQYQEGEEFQPEGSKCTKCSCTGGRTQCVREVCPILSCPQHLSHIPPGQCCPKCLGQRKVFDLPFGSCLFRSDVYDNGSSFLYDNCTACTCRDSTVVCKRKCSHPGGCDQGQEGCCEECLLRVPPEDIKV.... Result: 0 (no interaction). (3) The miRNA is hsa-miR-6734-5p with sequence UUGAGGGGAGAAUGAGGUGGAGA. The protein sequence of the target gene is MLARNNSLVTEFILAGLTDHPEFRQPLFFLFLVIYIVTMVGNLGLITLFGLNSHLHTPMYYFLFNLSFIDLCYSSVFTPKMLMNFVSKKNIISNVGCMTRLFFFLFFVISECYMLTSMAYDRYVAICNPLLYKVTMSHQVCSMLTFAAYIMGLAGATAHTGCMLRLTFCSANIINHYLCDILPLLQLSCTSTYVNEVVVLIVVGTNITVPSCTILISYVFIVTSILHIKSTQGRSKAFSTCSSHVIALSLFFGSAAFMYIKYSSGSMEQGKVSSVFYTNVVPMLNPLIYSLRNKDVKVAL.... Result: 0 (no interaction).